Dataset: Full USPTO retrosynthesis dataset with 1.9M reactions from patents (1976-2016). Task: Predict the reactants needed to synthesize the given product. (1) Given the product [CH3:14][C@@:15]1([CH2:18][N:23]2[C:19](=[O:29])[C:20]3[C:21](=[CH:25][CH:26]=[CH:27][CH:28]=3)[C:22]2=[O:24])[CH2:17][O:16]1, predict the reactants needed to synthesize it. The reactants are: [N+](C1C=C(S(O[CH2:14][C@:15]2([CH3:18])[CH2:17][O:16]2)(=O)=O)C=CC=1)([O-])=O.[C:19]1(=[O:29])[NH:23][C:22](=[O:24])[C:21]2=[CH:25][CH:26]=[CH:27][CH:28]=[C:20]12.[K]. (2) Given the product [Br:1][C:2]1[CH:29]=[N:28][C:5]2[N:6]=[C:7]([N:15]3[CH2:18][CH:17]([N:19]([CH3:27])[C:20](=[O:26])[O:21][C:22]([CH3:24])([CH3:23])[CH3:25])[CH2:16]3)[C:8]3[N:9]([CH2:12][C@@H:11]([CH3:14])[N:10]=3)[C:4]=2[CH:3]=1, predict the reactants needed to synthesize it. The reactants are: [Br:1][C:2]1[CH:29]=[N:28][C:5]2=[N:6][C:7]([N:15]3[CH2:18][CH:17]([N:19]([CH3:27])[C:20](=[O:26])[O:21][C:22]([CH3:25])([CH3:24])[CH3:23])[CH2:16]3)=[C:8]([NH:10][C@H:11]([CH3:14])[CH2:12]O)[N:9]=[C:4]2[CH:3]=1.CS(Cl)(=O)=O. (3) The reactants are: [NH:1]1[CH2:5][CH2:4][CH2:3][C@@H:2]1[CH2:6][OH:7].CCN(CC)CC.[Cl:15][C:16]1[C:25]2[C:20](=[CH:21][CH:22]=[C:23]([S:26](Cl)(=[O:28])=[O:27])[CH:24]=2)[C:19]([Cl:30])=[CH:18][N:17]=1. Given the product [Cl:15][C:16]1[C:25]2[C:20](=[CH:21][CH:22]=[C:23]([S:26]([N:1]3[CH2:5][CH2:4][CH2:3][C@@H:2]3[CH2:6][OH:7])(=[O:28])=[O:27])[CH:24]=2)[C:19]([Cl:30])=[CH:18][N:17]=1, predict the reactants needed to synthesize it. (4) Given the product [C:1]([NH:5][S:6]([C:9]1[C:10]([C:15]2[CH:16]=[CH:17][C:18]([NH:21][CH2:22][C:23]3[C:28]([CH2:29][OH:30])=[CH:27][N:26]=[C:25]([CH3:31])[C:24]=3[O:32][CH2:34][C:35]3[CH:40]=[CH:39][CH:38]=[C:37]([C:41]#[N:42])[CH:36]=3)=[CH:19][CH:20]=2)=[CH:11][CH:12]=[CH:13][CH:14]=1)(=[O:8])=[O:7])([CH3:4])([CH3:3])[CH3:2], predict the reactants needed to synthesize it. The reactants are: [C:1]([NH:5][S:6]([C:9]1[C:10]([C:15]2[CH:20]=[CH:19][C:18]([NH:21][CH2:22][C:23]3[C:28]([CH2:29][OH:30])=[CH:27][N:26]=[C:25]([CH3:31])[C:24]=3[OH:32])=[CH:17][CH:16]=2)=[CH:11][CH:12]=[CH:13][CH:14]=1)(=[O:8])=[O:7])([CH3:4])([CH3:3])[CH3:2].Br[CH2:34][C:35]1[CH:40]=[CH:39][CH:38]=[C:37]([C:41]#[N:42])[CH:36]=1.